From a dataset of Forward reaction prediction with 1.9M reactions from USPTO patents (1976-2016). Predict the product of the given reaction. Given the reactants [CH2:1]([O:4][C:5]1[CH:13]=[CH:12][C:8]2[O:9][CH2:10][O:11][C:7]=2[C:6]=1[C:14]1[C:15]2[NH:22][CH:21]=[C:20]([C:23](O)=[O:24])[C:16]=2[N:17]=[CH:18][N:19]=1)[CH2:2][CH3:3].[C:26]([O:30][C:31]([N:33]1[CH2:38][CH2:37][CH:36]([NH2:39])[CH2:35][CH2:34]1)=[O:32])([CH3:29])([CH3:28])[CH3:27], predict the reaction product. The product is: [C:26]([O:30][C:31]([N:33]1[CH2:38][CH2:37][CH:36]([NH:39][C:23]([C:20]2[C:16]3[N:17]=[CH:18][N:19]=[C:14]([C:6]4[C:7]5[O:11][CH2:10][O:9][C:8]=5[CH:12]=[CH:13][C:5]=4[O:4][CH2:1][CH2:2][CH3:3])[C:15]=3[NH:22][CH:21]=2)=[O:24])[CH2:35][CH2:34]1)=[O:32])([CH3:29])([CH3:27])[CH3:28].